This data is from Forward reaction prediction with 1.9M reactions from USPTO patents (1976-2016). The task is: Predict the product of the given reaction. (1) Given the reactants [C:1]([C:5]1[CH:10]=[C:9](O)[CH:8]=[CH:7][C:6]=1[OH:12])([CH3:4])(C)C.CC(O)(CC[C:18](C)([OH:20])C)C.CCCCCCC, predict the reaction product. The product is: [OH:20][CH:18]1[CH2:4][CH2:1][C:5]2[C:6](=[CH:7][CH:8]=[CH:9][CH:10]=2)[O:12]1. (2) Given the reactants [Cl:1][C:2]1[CH:3]=[CH:4][C:5]([OH:11])=[C:6]([C:8](=[O:10])[CH3:9])[CH:7]=1.C(=O)([O-])[O-].[K+].[K+].[C:18]([O:22][C:23](=[O:26])[CH2:24]Br)([CH3:21])([CH3:20])[CH3:19].C(OCC)C, predict the reaction product. The product is: [C:8]([C:6]1[CH:7]=[C:2]([Cl:1])[CH:3]=[CH:4][C:5]=1[O:11][CH2:24][C:23]([O:22][C:18]([CH3:21])([CH3:20])[CH3:19])=[O:26])(=[O:10])[CH3:9]. (3) Given the reactants [Br:1][C:2]1[C:3]([CH3:14])=[N:4][N:5]([C:8]2[CH:13]=[CH:12][CH:11]=[CH:10][CH:9]=2)[C:6]=1[NH2:7].CCN(C(C)C)C(C)C.N1([C:29](N2C=CN=C2)=[S:30])C=CN=C1.Cl.Cl.[F:38][C:39]1[CH:40]=[C:41]([C@@H:46]2[CH2:50][N:49]([CH2:51][CH2:52][O:53][CH3:54])[CH2:48][C@H:47]2[NH2:55])[CH:42]=[CH:43][C:44]=1[F:45], predict the reaction product. The product is: [Br:1][C:2]1[C:3]([CH3:14])=[N:4][N:5]([C:8]2[CH:13]=[CH:12][CH:11]=[CH:10][CH:9]=2)[C:6]=1[NH:7][C:29]([NH:55][C@H:47]1[C@H:46]([C:41]2[CH:42]=[CH:43][C:44]([F:45])=[C:39]([F:38])[CH:40]=2)[CH2:50][N:49]([CH2:51][CH2:52][O:53][CH3:54])[CH2:48]1)=[S:30]. (4) The product is: [CH2:30]([O:37][C:38](=[O:44])[C@H:39]([CH:41]([CH3:42])[CH3:43])[NH:40][C:7]([N:4]1[CH2:5][CH2:6][O:1][CH2:2][CH2:3]1)=[O:8])[C:31]1[CH:36]=[CH:35][CH:34]=[CH:33][CH:32]=1. Given the reactants [O:1]1[CH2:6][CH2:5][N:4]([C:7](Cl)=[O:8])[CH2:3][CH2:2]1.C(N(C(C)C)C(C)C)C.C1(C)C=CC(S(O)(=O)=O)=CC=1.[CH2:30]([O:37][C:38](=[O:44])[C@H:39]([CH:41]([CH3:43])[CH3:42])[NH2:40])[C:31]1[CH:36]=[CH:35][CH:34]=[CH:33][CH:32]=1, predict the reaction product. (5) Given the reactants [CH:1]1([N:7]2[CH2:13][C:12]([F:15])([F:14])[C:11](=[O:16])[N:10]([CH3:17])[C:9]3[CH:18]=[N:19][C:20]([NH:22][C:23]4[CH:31]=[CH:30][C:26]([C:27]([OH:29])=O)=[CH:25][C:24]=4[O:32][CH3:33])=[N:21][C:8]2=3)[CH2:6][CH2:5][CH2:4][CH2:3][CH2:2]1.C(N(CC)CC)C.F[P-](F)(F)(F)(F)F.CN(C(N(C)C)=[N+]1C2C(=NC=CC=2)[N+]([O-])=N1)C.[NH2:65][CH:66]1[CH2:71][CH2:70][N:69]([CH3:72])[CH2:68][CH2:67]1, predict the reaction product. The product is: [CH:1]1([N:7]2[CH2:13][C:12]([F:14])([F:15])[C:11](=[O:16])[N:10]([CH3:17])[C:9]3[CH:18]=[N:19][C:20]([NH:22][C:23]4[CH:31]=[CH:30][C:26]([C:27]([NH:65][CH:66]5[CH2:71][CH2:70][N:69]([CH3:72])[CH2:68][CH2:67]5)=[O:29])=[CH:25][C:24]=4[O:32][CH3:33])=[N:21][C:8]2=3)[CH2:2][CH2:3][CH2:4][CH2:5][CH2:6]1. (6) Given the reactants [CH2:1]([C:3]1[N:7]([CH3:8])[C:6]2[CH:9]=[C:10]([N:13]3[CH:18]=[CH:17][C:16]([OH:19])=[CH:15][C:14]3=[O:20])[CH:11]=[CH:12][C:5]=2[N:4]=1)[CH3:2].[Cl:21][C:22]1[CH:23]=[C:24]([CH2:27]O)[S:25][CH:26]=1.C(P(CCCC)CCCC)CCC.N(C(N1CCCCC1)=O)=NC(N1CCCCC1)=O, predict the reaction product. The product is: [Cl:21][C:22]1[CH:23]=[C:24]([CH2:27][O:19][C:16]2[CH:17]=[CH:18][N:13]([C:10]3[CH:11]=[CH:12][C:5]4[N:4]=[C:3]([CH2:1][CH3:2])[N:7]([CH3:8])[C:6]=4[CH:9]=3)[C:14](=[O:20])[CH:15]=2)[S:25][CH:26]=1.